Dataset: NCI-60 drug combinations with 297,098 pairs across 59 cell lines. Task: Regression. Given two drug SMILES strings and cell line genomic features, predict the synergy score measuring deviation from expected non-interaction effect. (1) Drug 1: C1=CC(=CC=C1C#N)C(C2=CC=C(C=C2)C#N)N3C=NC=N3. Drug 2: CC=C1C(=O)NC(C(=O)OC2CC(=O)NC(C(=O)NC(CSSCCC=C2)C(=O)N1)C(C)C)C(C)C. Cell line: NCI-H460. Synergy scores: CSS=33.2, Synergy_ZIP=1.01, Synergy_Bliss=0.101, Synergy_Loewe=-45.3, Synergy_HSA=-3.55. (2) Drug 1: C1=NC2=C(N1)C(=S)N=C(N2)N. Drug 2: C#CCC(CC1=CN=C2C(=N1)C(=NC(=N2)N)N)C3=CC=C(C=C3)C(=O)NC(CCC(=O)O)C(=O)O. Cell line: K-562. Synergy scores: CSS=30.6, Synergy_ZIP=-13.9, Synergy_Bliss=-24.1, Synergy_Loewe=-29.9, Synergy_HSA=-20.9. (3) Drug 1: CC1C(C(CC(O1)OC2CC(OC(C2O)C)OC3=CC4=CC5=C(C(=O)C(C(C5)C(C(=O)C(C(C)O)O)OC)OC6CC(C(C(O6)C)O)OC7CC(C(C(O7)C)O)OC8CC(C(C(O8)C)O)(C)O)C(=C4C(=C3C)O)O)O)O. Drug 2: C1=NC2=C(N1)C(=S)N=CN2. Cell line: NCI-H226. Synergy scores: CSS=59.8, Synergy_ZIP=-1.18, Synergy_Bliss=-1.80, Synergy_Loewe=-5.81, Synergy_HSA=0.996. (4) Drug 1: CNC(=O)C1=CC=CC=C1SC2=CC3=C(C=C2)C(=NN3)C=CC4=CC=CC=N4. Drug 2: CC1=C(C(=CC=C1)Cl)NC(=O)C2=CN=C(S2)NC3=CC(=NC(=N3)C)N4CCN(CC4)CCO. Cell line: U251. Synergy scores: CSS=17.1, Synergy_ZIP=-3.06, Synergy_Bliss=2.75, Synergy_Loewe=1.26, Synergy_HSA=1.84. (5) Drug 1: C1CN1C2=NC(=NC(=N2)N3CC3)N4CC4. Drug 2: C1=CC=C(C(=C1)C(C2=CC=C(C=C2)Cl)C(Cl)Cl)Cl. Cell line: ACHN. Synergy scores: CSS=25.6, Synergy_ZIP=2.13, Synergy_Bliss=2.52, Synergy_Loewe=-34.3, Synergy_HSA=0.774. (6) Drug 1: CC1=CC2C(CCC3(C2CCC3(C(=O)C)OC(=O)C)C)C4(C1=CC(=O)CC4)C. Drug 2: CC(C)CN1C=NC2=C1C3=CC=CC=C3N=C2N. Cell line: RXF 393. Synergy scores: CSS=-2.43, Synergy_ZIP=2.14, Synergy_Bliss=1.21, Synergy_Loewe=-1.85, Synergy_HSA=-3.10.